Dataset: Forward reaction prediction with 1.9M reactions from USPTO patents (1976-2016). Task: Predict the product of the given reaction. (1) Given the reactants [F:1][C:2]1[CH:7]=[CH:6][C:5]([C:8]2[N:9]=[CH:10][O:11][C:12]=2[C:13](OCC)=[O:14])=[CH:4][CH:3]=1.[AlH4-].[Li+].[Cl-].[NH4+], predict the reaction product. The product is: [F:1][C:2]1[CH:3]=[CH:4][C:5]([C:8]2[N:9]=[CH:10][O:11][C:12]=2[CH2:13][OH:14])=[CH:6][CH:7]=1. (2) Given the reactants [Cl:1][C:2]1[C:7]([CH:8]=O)=[C:6](Cl)[N:5]=[C:4]([CH3:11])[N:3]=1.[NH2:12][NH2:13], predict the reaction product. The product is: [Cl:1][C:2]1[N:3]=[C:4]([CH3:11])[N:5]=[C:6]2[NH:12][N:13]=[CH:8][C:7]=12.